Task: Predict the product of the given reaction.. Dataset: Forward reaction prediction with 1.9M reactions from USPTO patents (1976-2016) Given the reactants Cl[C:2]1[CH:8]=[C:7]([S:9]([CH3:12])(=[O:11])=[O:10])[CH:6]=[CH:5][C:3]=1[NH2:4].[Cu][C:14]#[N:15].N.O, predict the reaction product. The product is: [NH2:4][C:3]1[CH:5]=[CH:6][C:7]([S:9]([CH3:12])(=[O:11])=[O:10])=[CH:8][C:2]=1[C:14]#[N:15].